Dataset: NCI-60 drug combinations with 297,098 pairs across 59 cell lines. Task: Regression. Given two drug SMILES strings and cell line genomic features, predict the synergy score measuring deviation from expected non-interaction effect. (1) Drug 1: C1CN1P(=S)(N2CC2)N3CC3. Drug 2: CS(=O)(=O)CCNCC1=CC=C(O1)C2=CC3=C(C=C2)N=CN=C3NC4=CC(=C(C=C4)OCC5=CC(=CC=C5)F)Cl. Cell line: NCI-H460. Synergy scores: CSS=41.0, Synergy_ZIP=0.469, Synergy_Bliss=0.933, Synergy_Loewe=-16.6, Synergy_HSA=-0.986. (2) Drug 1: C1=NC2=C(N=C(N=C2N1C3C(C(C(O3)CO)O)O)F)N. Drug 2: CCN(CC)CCNC(=O)C1=C(NC(=C1C)C=C2C3=C(C=CC(=C3)F)NC2=O)C. Cell line: UACC-257. Synergy scores: CSS=2.94, Synergy_ZIP=0.540, Synergy_Bliss=1.42, Synergy_Loewe=-3.84, Synergy_HSA=-3.26. (3) Drug 1: CC=C1C(=O)NC(C(=O)OC2CC(=O)NC(C(=O)NC(CSSCCC=C2)C(=O)N1)C(C)C)C(C)C. Drug 2: C1=CC=C(C(=C1)C(C2=CC=C(C=C2)Cl)C(Cl)Cl)Cl. Cell line: RXF 393. Synergy scores: CSS=36.2, Synergy_ZIP=-1.98, Synergy_Bliss=-1.39, Synergy_Loewe=-53.8, Synergy_HSA=-2.75. (4) Drug 1: CC1C(C(=O)NC(C(=O)N2CCCC2C(=O)N(CC(=O)N(C(C(=O)O1)C(C)C)C)C)C(C)C)NC(=O)C3=C4C(=C(C=C3)C)OC5=C(C(=O)C(=C(C5=N4)C(=O)NC6C(OC(=O)C(N(C(=O)CN(C(=O)C7CCCN7C(=O)C(NC6=O)C(C)C)C)C)C(C)C)C)N)C. Drug 2: C(CN)CNCCSP(=O)(O)O. Cell line: NCI-H460. Synergy scores: CSS=71.0, Synergy_ZIP=11.9, Synergy_Bliss=13.1, Synergy_Loewe=-44.7, Synergy_HSA=11.9. (5) Drug 1: CCC(=C(C1=CC=CC=C1)C2=CC=C(C=C2)OCCN(C)C)C3=CC=CC=C3.C(C(=O)O)C(CC(=O)O)(C(=O)O)O. Drug 2: CC1CCC2CC(C(=CC=CC=CC(CC(C(=O)C(C(C(=CC(C(=O)CC(OC(=O)C3CCCCN3C(=O)C(=O)C1(O2)O)C(C)CC4CCC(C(C4)OC)O)C)C)O)OC)C)C)C)OC. Cell line: CCRF-CEM. Synergy scores: CSS=11.9, Synergy_ZIP=7.99, Synergy_Bliss=5.45, Synergy_Loewe=-1.22, Synergy_HSA=-2.84. (6) Drug 1: CCC1=CC2CC(C3=C(CN(C2)C1)C4=CC=CC=C4N3)(C5=C(C=C6C(=C5)C78CCN9C7C(C=CC9)(C(C(C8N6C)(C(=O)OC)O)OC(=O)C)CC)OC)C(=O)OC.C(C(C(=O)O)O)(C(=O)O)O. Drug 2: CS(=O)(=O)OCCCCOS(=O)(=O)C. Cell line: DU-145. Synergy scores: CSS=46.9, Synergy_ZIP=-0.213, Synergy_Bliss=1.85, Synergy_Loewe=-52.1, Synergy_HSA=1.92. (7) Drug 1: C1=CN(C(=O)N=C1N)C2C(C(C(O2)CO)O)O.Cl. Drug 2: CC(C)(C#N)C1=CC(=CC(=C1)CN2C=NC=N2)C(C)(C)C#N. Cell line: HCC-2998. Synergy scores: CSS=43.8, Synergy_ZIP=1.17, Synergy_Bliss=-0.719, Synergy_Loewe=-1.87, Synergy_HSA=0.918. (8) Drug 1: C1=CC(=C2C(=C1NCCNCCO)C(=O)C3=C(C=CC(=C3C2=O)O)O)NCCNCCO. Drug 2: CNC(=O)C1=NC=CC(=C1)OC2=CC=C(C=C2)NC(=O)NC3=CC(=C(C=C3)Cl)C(F)(F)F. Cell line: HOP-62. Synergy scores: CSS=60.0, Synergy_ZIP=6.99, Synergy_Bliss=8.10, Synergy_Loewe=-1.93, Synergy_HSA=11.5. (9) Drug 1: C1CCC(C1)C(CC#N)N2C=C(C=N2)C3=C4C=CNC4=NC=N3. Drug 2: CN1C2=C(C=C(C=C2)N(CCCl)CCCl)N=C1CCCC(=O)O.Cl. Cell line: NCI/ADR-RES. Synergy scores: CSS=2.45, Synergy_ZIP=-0.276, Synergy_Bliss=0.599, Synergy_Loewe=-1.26, Synergy_HSA=-1.20. (10) Drug 1: CCCS(=O)(=O)NC1=C(C(=C(C=C1)F)C(=O)C2=CNC3=C2C=C(C=N3)C4=CC=C(C=C4)Cl)F. Drug 2: CC1CCCC2(C(O2)CC(NC(=O)CC(C(C(=O)C(C1O)C)(C)C)O)C(=CC3=CSC(=N3)C)C)C. Cell line: UO-31. Synergy scores: CSS=9.50, Synergy_ZIP=-2.35, Synergy_Bliss=1.43, Synergy_Loewe=2.41, Synergy_HSA=1.45.